Dataset: Catalyst prediction with 721,799 reactions and 888 catalyst types from USPTO. Task: Predict which catalyst facilitates the given reaction. (1) Reactant: Cl.Cl.[C:3]([C:11]1[CH:41]=[CH:40][C:14]([CH2:15][N:16]2[CH2:20][CH2:19][C@@H:18]([N:21]([C:33]([O:35][C:36]([CH3:39])([CH3:38])[CH3:37])=[O:34])[C:22]3[N:27]=[CH:26][C:25](/[CH:28]=[CH:29]/[C:30](O)=[O:31])=[CH:24][CH:23]=3)[CH2:17]2)=[CH:13][CH:12]=1)(=[O:10])[C:4]1[CH:9]=[CH:8][CH:7]=[CH:6][CH:5]=1.[O:42]1[CH2:47][CH2:46][CH2:45][CH2:44][CH:43]1[O:48][NH2:49].ON1C2C=CC=CC=2N=N1.CN(C)CCCN=C=NCC.C([O-])(O)=O.[Na+]. Product: [C:3]([C:11]1[CH:12]=[CH:13][C:14]([CH2:15][N:16]2[CH2:20][CH2:19][C@@H:18]([N:21]([C:22]3[CH:23]=[CH:24][C:25](/[CH:28]=[CH:29]/[C:30](=[O:31])[NH:49][O:48][CH:43]4[CH2:44][CH2:45][CH2:46][CH2:47][O:42]4)=[CH:26][N:27]=3)[C:33](=[O:34])[O:35][C:36]([CH3:39])([CH3:38])[CH3:37])[CH2:17]2)=[CH:40][CH:41]=1)(=[O:10])[C:4]1[CH:9]=[CH:8][CH:7]=[CH:6][CH:5]=1. The catalyst class is: 6. (2) Reactant: [Si]([O:18][CH2:19][C:20]1[CH:21]=[C:22]([CH:26]([CH:33]2[CH2:35][CH2:34]2)[CH2:27][C:28]([O:30][CH2:31][CH3:32])=[O:29])[CH:23]=[CH:24][CH:25]=1)(C(C)(C)C)(C1C=CC=CC=1)C1C=CC=CC=1.[F-].C([N+](CCCC)(CCCC)CCCC)CCC. Product: [CH:33]1([CH:26]([C:22]2[CH:23]=[CH:24][CH:25]=[C:20]([CH2:19][OH:18])[CH:21]=2)[CH2:27][C:28]([O:30][CH2:31][CH3:32])=[O:29])[CH2:34][CH2:35]1. The catalyst class is: 220. (3) Reactant: [C:9](O[C:9]([O:11][C:12]([CH3:15])([CH3:14])[CH3:13])=[O:10])([O:11][C:12]([CH3:15])([CH3:14])[CH3:13])=[O:10].[CH2:16]([N:18]([CH2:25][CH3:26])[CH2:19][CH2:20][NH:21][CH2:22][CH2:23][NH2:24])[CH3:17]. Product: [C:12]([O:11][C:9](=[O:10])[NH:24][CH2:23][CH2:22][NH:21][CH2:20][CH2:19][N:18]([CH2:16][CH3:17])[CH2:25][CH3:26])([CH3:13])([CH3:14])[CH3:15]. The catalyst class is: 5. (4) Reactant: [H-].[Na+].[CH2:3]([O:5][C:6](=[O:15])[CH2:7][NH:8][C:9]1[CH:14]=[CH:13][CH:12]=[CH:11][CH:10]=1)[CH3:4].O([CH2:24][CH3:25])S(C(F)(F)F)(=O)=O. Product: [CH2:24]([N:8]([C:9]1[CH:14]=[CH:13][CH:12]=[CH:11][CH:10]=1)[CH2:7][C:6]([O:5][CH2:3][CH3:4])=[O:15])[CH3:25]. The catalyst class is: 56. (5) Reactant: [F:1][C:2]1[CH:7]=[CH:6][C:5]([CH:8]([O:10][C:11]([C:13]2[C:21]3[C:16](=[CH:17][CH:18]=[C:19]([CH2:22][CH2:23]OS(C)(=O)=O)[CH:20]=3)[NH:15][C:14]=2[CH3:29])=[O:12])[CH3:9])=[CH:4][CH:3]=1.[CH2:30]([NH:32][CH2:33][CH3:34])[CH3:31]. Product: [F:1][C:2]1[CH:7]=[CH:6][C:5]([CH:8]([O:10][C:11]([C:13]2[C:21]3[C:16](=[CH:17][CH:18]=[C:19]([CH2:22][CH2:23][N:32]([CH2:33][CH3:34])[CH2:30][CH3:31])[CH:20]=3)[NH:15][C:14]=2[CH3:29])=[O:12])[CH3:9])=[CH:4][CH:3]=1. The catalyst class is: 12. (6) Reactant: Br[C:2]1[C:3]2[N:4]([CH:9]=[CH:10][N:11]=2)[N:5]=[C:6]([Cl:8])[CH:7]=1.O1CCCOB1[C:18]1[CH:19]=[N:20][CH:21]=[CH:22][CH:23]=1.[O-]P([O-])([O-])=O.[K+].[K+].[K+]. Product: [Cl:8][C:6]1[CH:7]=[C:2]([C:18]2[CH:19]=[N:20][CH:21]=[CH:22][CH:23]=2)[C:3]2[N:4]([CH:9]=[CH:10][N:11]=2)[N:5]=1. The catalyst class is: 203.